This data is from Forward reaction prediction with 1.9M reactions from USPTO patents (1976-2016). The task is: Predict the product of the given reaction. Given the reactants [CH3:1][O:2][C:3](=[O:27])[CH2:4][O:5][C:6]1[CH:15]=[CH:14][C:13]([Cl:16])=[C:12]2[C:7]=1[C:8](=[O:26])[C:9]([S:18][C:19]1[CH:24]=[CH:23][C:22]([Cl:25])=[CH:21][CH:20]=1)=[C:10]([CH3:17])[NH:11]2.CN(C)C=O.C(=O)([O-])[O-].[K+].[K+].Cl[C:40](OC(=O)C)([F:42])[F:41], predict the reaction product. The product is: [CH3:1][O:2][C:3](=[O:27])[CH2:4][O:5][C:6]1[CH:15]=[CH:14][C:13]([Cl:16])=[C:12]2[C:7]=1[C:8]([O:26][CH:40]([F:42])[F:41])=[C:9]([S:18][C:19]1[CH:20]=[CH:21][C:22]([Cl:25])=[CH:23][CH:24]=1)[C:10]([CH3:17])=[N:11]2.